This data is from Reaction yield outcomes from USPTO patents with 853,638 reactions. The task is: Predict the reaction yield, written as a fraction of the theoretical maximum amount of product (1.0 means a 100% yield; for example, 0.34 means a 34% yield). The reactants are [CH3:1][O:2][C:3]1[CH:8]=[CH:7][CH:6]=[CH:5][C:4]=1[C@@H:9]1[CH2:11][C@H:10]1[CH2:12][OH:13].[Cl:14][C:15]1[C:20]([C:21]([F:24])([F:23])[F:22])=[C:19](Cl)[CH:18]=[CH:17][N:16]=1. No catalyst specified. The product is [Cl:14][C:15]1[C:20]([C:21]([F:22])([F:23])[F:24])=[C:19]([O:13][CH2:12][C@H:10]2[CH2:11][C@@H:9]2[C:4]2[CH:5]=[CH:6][CH:7]=[CH:8][C:3]=2[O:2][CH3:1])[CH:18]=[CH:17][N:16]=1. The yield is 0.600.